Dataset: Full USPTO retrosynthesis dataset with 1.9M reactions from patents (1976-2016). Task: Predict the reactants needed to synthesize the given product. (1) The reactants are: [CH3:1][NH:2][S:3]([C:6]1[CH:32]=[CH:31][C:9]([CH2:10][NH:11][C:12]([C:14]2[C:15]3[CH:16]=[N:17][N:18]([C:24]4[CH:29]=[CH:28][C:27]([F:30])=[CH:26][CH:25]=4)[C:19]=3[CH:20]=[C:21](Br)[CH:22]=2)=[O:13])=[CH:8][CH:7]=1)(=[O:5])=[O:4].C(N([CH2:38][CH3:39])CC)C.[CH2:40]([OH:42])C.[C]=[O:44]. Given the product [CH2:38]([O:44][C:40]([C:21]1[CH:20]=[C:19]2[C:15]([CH:16]=[N:17][N:18]2[C:24]2[CH:29]=[CH:28][C:27]([F:30])=[CH:26][CH:25]=2)=[C:14]([C:12](=[O:13])[NH:11][CH2:10][C:9]2[CH:31]=[CH:32][C:6]([S:3](=[O:5])(=[O:4])[NH:2][CH3:1])=[CH:7][CH:8]=2)[CH:22]=1)=[O:42])[CH3:39], predict the reactants needed to synthesize it. (2) Given the product [CH3:34][N:32]([CH3:33])[CH2:31][CH2:30][CH2:29][NH:28][S:25]([C:22]1[S:21][C:17]2[N:18]=[CH:19][N:20]=[C:15]([NH:6][C:5]3[CH:7]=[CH:8][C:2]([F:1])=[CH:3][C:4]=3[O:9][CH:10]([CH3:12])[CH3:11])[C:16]=2[C:23]=1[CH3:24])(=[O:27])=[O:26], predict the reactants needed to synthesize it. The reactants are: [F:1][C:2]1[CH:8]=[CH:7][C:5]([NH2:6])=[C:4]([O:9][CH:10]([CH3:12])[CH3:11])[CH:3]=1.Cl.Cl[C:15]1[C:16]2[C:23]([CH3:24])=[C:22]([S:25]([NH:28][CH2:29][CH2:30][CH2:31][N:32]([CH3:34])[CH3:33])(=[O:27])=[O:26])[S:21][C:17]=2[N:18]=[CH:19][N:20]=1.O.[OH-].[NH4+]. (3) Given the product [Br:20][C:10]1[NH:9][C:8]2[C:7](=[O:19])[N:6]3[C:2]([OH:1])=[N:3][N:4]=[C:5]3[N:13]([CH2:14][CH2:15][CH2:16][CH2:17][CH3:18])[C:12]=2[N:11]=1, predict the reactants needed to synthesize it. The reactants are: [OH:1][C:2]1[N:6]2[C:7](=[O:19])[C:8]3[NH:9][CH:10]=[N:11][C:12]=3[N:13]([CH2:14][CH2:15][CH2:16][CH2:17][CH3:18])[C:5]2=[N:4][N:3]=1.[Br:20]N1C(=O)CCC1=O. (4) Given the product [O:18]=[C:12]1[NH:13][C:14](=[O:17])[CH:15]=[CH:16][N:11]1[C@@H:4]1[O:5][C@H:6]([CH2:9][O:10][P:36]([NH:47][C@@H:48]([CH2:55][CH3:56])[C:49]([O:51][CH:52]([CH3:54])[CH3:53])=[O:50])([O:37][C:38]2[CH:43]=[CH:42][CH:41]=[CH:40][CH:39]=2)=[O:44])[C@@H:7]([OH:8])[C@@:3]1([C:1]#[CH:2])[OH:19], predict the reactants needed to synthesize it. The reactants are: [C:1]([C@@:3]1([OH:19])[C@H:7]([OH:8])[C@@H:6]([CH2:9][OH:10])[O:5][C@H:4]1[N:11]1[CH:16]=[CH:15][C:14](=[O:17])[NH:13][C:12]1=[O:18])#[CH:2].CN(C1C2C(N(C)C)=CC=CC=2C=CC=1)C.[P:36](Cl)(Cl)(=[O:44])[O:37][C:38]1[CH:43]=[CH:42][CH:41]=[CH:40][CH:39]=1.[NH2:47][C@@H:48]([CH2:55][CH3:56])[C:49]([O:51][CH:52]([CH3:54])[CH3:53])=[O:50].C(N(CC)CC)C.